The task is: Regression. Given a peptide amino acid sequence and an MHC pseudo amino acid sequence, predict their binding affinity value. This is MHC class II binding data.. This data is from Peptide-MHC class II binding affinity with 134,281 pairs from IEDB. (1) The peptide sequence is AAATGGTTVYGAFAA. The MHC is HLA-DQA10102-DQB10602 with pseudo-sequence HLA-DQA10102-DQB10602. The binding affinity (normalized) is 0.723. (2) The peptide sequence is PAGVCPTIGVGGNFA. The MHC is DRB3_0101 with pseudo-sequence DRB3_0101. The binding affinity (normalized) is 0.0460.